This data is from NCI-60 drug combinations with 297,098 pairs across 59 cell lines. The task is: Regression. Given two drug SMILES strings and cell line genomic features, predict the synergy score measuring deviation from expected non-interaction effect. Drug 1: CNC(=O)C1=NC=CC(=C1)OC2=CC=C(C=C2)NC(=O)NC3=CC(=C(C=C3)Cl)C(F)(F)F. Drug 2: C#CCC(CC1=CN=C2C(=N1)C(=NC(=N2)N)N)C3=CC=C(C=C3)C(=O)NC(CCC(=O)O)C(=O)O. Cell line: TK-10. Synergy scores: CSS=-5.32, Synergy_ZIP=5.63, Synergy_Bliss=4.92, Synergy_Loewe=-1.95, Synergy_HSA=-2.46.